Dataset: Reaction yield outcomes from USPTO patents with 853,638 reactions. Task: Predict the reaction yield, written as a fraction of the theoretical maximum amount of product (1.0 means a 100% yield; for example, 0.34 means a 34% yield). The reactants are [O:1]=[C:2]1[CH:6]=[CH:5][C:4](=[O:7])[N:3]1[CH2:8][CH2:9][CH2:10][CH2:11][CH2:12][C:13]([NH:15][C@@H:16]([CH:25]([CH3:27])[CH3:26])[C:17]([NH:19][C@@H:20]([CH3:24])[C:21]([OH:23])=O)=[O:18])=[O:14].CCOC1N(C(OCC)=O)C2C(=CC=CC=2)C=C1.[NH2:46][C:47]1[CH:52]=[CH:51][C:50]([C:53]2[CH2:54][C@@H:55]3[N:61]([CH:62]=2)[C:60](=[O:63])[C:59]2[CH:64]=[C:65]([O:91][CH3:92])[C:66]([O:68][CH2:69][CH2:70][CH2:71][O:72][C:73]4[C:88]([O:89][CH3:90])=[CH:87][C:76]5[C:77](=[O:86])[N:78]6[CH:84]=[C:83]([CH3:85])[CH2:82][C@H:79]6[CH:80]=[N:81][C:75]=5[CH:74]=4)=[CH:67][C:58]=2[N:57]=[CH:56]3)=[CH:49][CH:48]=1. The catalyst is CO.ClCCl. The product is [O:7]=[C:4]1[CH:5]=[CH:6][C:2](=[O:1])[N:3]1[CH2:8][CH2:9][CH2:10][CH2:11][CH2:12][C:13]([NH:15][C@@H:16]([CH:25]([CH3:27])[CH3:26])[C:17]([NH:19][C@@H:20]([CH3:24])[C:21]([NH:46][C:47]1[CH:52]=[CH:51][C:50]([C:53]2[CH2:54][C@@H:55]3[N:61]([CH:62]=2)[C:60](=[O:63])[C:59]2[CH:64]=[C:65]([O:91][CH3:92])[C:66]([O:68][CH2:69][CH2:70][CH2:71][O:72][C:73]4[C:88]([O:89][CH3:90])=[CH:87][C:76]5[C:77](=[O:86])[N:78]6[CH:84]=[C:83]([CH3:85])[CH2:82][C@H:79]6[CH:80]=[N:81][C:75]=5[CH:74]=4)=[CH:67][C:58]=2[N:57]=[CH:56]3)=[CH:49][CH:48]=1)=[O:23])=[O:18])=[O:14]. The yield is 0.500.